Dataset: Catalyst prediction with 721,799 reactions and 888 catalyst types from USPTO. Task: Predict which catalyst facilitates the given reaction. (1) Reactant: [OH:1][N:2]=[C:3]([NH2:7])[CH:4]([OH:6])[CH3:5].[Cl:8][C:9]1[CH:10]=[C:11]([CH:15]=[CH:16][CH:17]=1)[C:12](Cl)=[O:13].CCOCC. Product: [Cl:8][C:9]1[CH:10]=[C:11]([CH:15]=[CH:16][CH:17]=1)[C:12]([O:1][N:2]=[C:3]([NH2:7])[CH:4]([OH:6])[CH3:5])=[O:13]. The catalyst class is: 1. (2) Reactant: [I:1][C:2]1[CH:7]=[CH:6][C:5]([CH2:8][CH2:9][C:10](O)=[O:11])=[CH:4][CH:3]=1.[H-].[Al+3].[Li+].[H-].[H-].[H-].C(=O)([O-])O.[Na+]. Product: [I:1][C:2]1[CH:3]=[CH:4][C:5]([CH2:8][CH2:9][CH2:10][OH:11])=[CH:6][CH:7]=1. The catalyst class is: 7.